The task is: Predict the product of the given reaction.. This data is from Forward reaction prediction with 1.9M reactions from USPTO patents (1976-2016). Given the reactants [CH3:1][O:2][C:3]1[C:4]2[N:5]([N:15]=[CH:16][C:17]=2[C:18]([OH:20])=O)[CH:6]=[C:7]([C:9]2[CH:10]=[N:11][N:12]([CH3:14])[CH:13]=2)[CH:8]=1.C(N1C=CN=C1)([N:23]1C=CN=C1)=O.[OH-].[NH4+], predict the reaction product. The product is: [CH3:1][O:2][C:3]1[C:4]2[N:5]([N:15]=[CH:16][C:17]=2[C:18]([NH2:23])=[O:20])[CH:6]=[C:7]([C:9]2[CH:10]=[N:11][N:12]([CH3:14])[CH:13]=2)[CH:8]=1.